Dataset: Reaction yield outcomes from USPTO patents with 853,638 reactions. Task: Predict the reaction yield, written as a fraction of the theoretical maximum amount of product (1.0 means a 100% yield; for example, 0.34 means a 34% yield). (1) The reactants are [Cl:1][C:2]1[C:10]([F:11])=[C:9]2[C:5]([C:6]([S:27][C:28]3[C:29]([F:39])=[C:30]([CH:36]=[CH:37][CH:38]=3)[C:31]([O:33]CC)=[O:32])=[C:7]([CH3:26])[N:8]2[CH2:12][C:13](=[O:25])[N:14]2[C:22]3[C:17](=[CH:18][CH:19]=[CH:20][CH:21]=3)[C:16]3([CH2:24][CH2:23]3)[CH2:15]2)=[CH:4][CH:3]=1.O[Li].O. The catalyst is C1COCC1.O. The product is [Cl:1][C:2]1[C:10]([F:11])=[C:9]2[C:5]([C:6]([S:27][C:28]3[C:29]([F:39])=[C:30]([CH:36]=[CH:37][CH:38]=3)[C:31]([OH:33])=[O:32])=[C:7]([CH3:26])[N:8]2[CH2:12][C:13](=[O:25])[N:14]2[C:22]3[C:17](=[CH:18][CH:19]=[CH:20][CH:21]=3)[C:16]3([CH2:24][CH2:23]3)[CH2:15]2)=[CH:4][CH:3]=1. The yield is 0.680. (2) The reactants are [PH:1](=[O:4])([OH:3])[OH:2].[C:5]1(O)[CH:10]=[CH:9][CH:8]=[CH:7][CH:6]=1.[CH:12]1(N=C=N[CH:12]2[CH2:17][CH2:16][CH2:15][CH2:14][CH2:13]2)[CH2:17][CH2:16][CH2:15][CH2:14][CH2:13]1.CCOC(C)=O. The catalyst is N1C=CC=CC=1. The product is [C:5]1([O:4][PH:1](=[O:3])[O:2][C:12]2[CH:17]=[CH:16][CH:15]=[CH:14][CH:13]=2)[CH:10]=[CH:9][CH:8]=[CH:7][CH:6]=1. The yield is 0.600. (3) The reactants are Cl[CH2:2][C:3]([NH:5][C:6]1[N:7]=[C:8]2[CH:13]=[CH:12][C:11]([O:14][C:15]3[CH:16]=[C:17]([NH:21][C:22](=[O:34])[C:23]4[CH:28]=[CH:27][CH:26]=[C:25]([C:29]5([C:32]#[N:33])[CH2:31][CH2:30]5)[CH:24]=4)[CH:18]=[CH:19][CH:20]=3)=[N:10][N:9]2[CH:35]=1)=[O:4].[CH3:36][N:37]1[CH2:42][CH2:41][NH:40][CH2:39][CH2:38]1.C(=O)([O-])O.[Na+]. The catalyst is C(#N)C. The product is [C:32]([C:29]1([C:25]2[CH:24]=[C:23]([CH:28]=[CH:27][CH:26]=2)[C:22]([NH:21][C:17]2[CH:18]=[CH:19][CH:20]=[C:15]([O:14][C:11]3[CH:12]=[CH:13][C:8]4[N:9]([CH:35]=[C:6]([NH:5][C:3](=[O:4])[CH2:2][N:40]5[CH2:41][CH2:42][N:37]([CH3:36])[CH2:38][CH2:39]5)[N:7]=4)[N:10]=3)[CH:16]=2)=[O:34])[CH2:31][CH2:30]1)#[N:33]. The yield is 0.410. (4) The reactants are [OH:1][C:2]1[C:11]2[C:6](=[CH:7][CH:8]=[CH:9][CH:10]=2)[CH:5]=[C:4]([CH3:12])[C:3]=1[C:13]#[N:14].C(=O)(O)[O-].[Na+].[Br:20]Br. The catalyst is C(Cl)(Cl)Cl. The product is [Br:20][C:5]1[C:6]2[C:11](=[CH:10][CH:9]=[CH:8][CH:7]=2)[C:2]([OH:1])=[C:3]([C:13]#[N:14])[C:4]=1[CH3:12]. The yield is 0.970. (5) The product is [CH3:15][C:11]1[CH:10]=[C:9]2[C:14](=[CH:13][CH:12]=1)[N:5]([CH2:4][CH2:3][CH2:2][N:24]1[CH2:25][CH2:26][CH:21]([O:20][CH2:17][CH2:18][CH3:19])[CH2:22][CH2:23]1)[C:6](=[O:16])[CH2:7][CH2:8]2. The reactants are Cl[CH2:2][CH2:3][CH2:4][N:5]1[C:14]2[C:9](=[CH:10][C:11]([CH3:15])=[CH:12][CH:13]=2)[CH2:8][CH2:7][C:6]1=[O:16].[CH2:17]([O:20][CH:21]1[CH2:26][CH2:25][NH:24][CH2:23][CH2:22]1)[CH2:18][CH3:19].C([O-])([O-])=O.[K+].[K+]. The catalyst is CC#N. The yield is 0.500.